This data is from Reaction yield outcomes from USPTO patents with 853,638 reactions. The task is: Predict the reaction yield, written as a fraction of the theoretical maximum amount of product (1.0 means a 100% yield; for example, 0.34 means a 34% yield). (1) The reactants are F[C:2]1[CH:7]=[CH:6][C:5]([C:8]2[CH:9]=[N:10][C:11]([N:14]3[CH2:19][CH2:18][N:17]([S:20]([CH2:23][C@H:24]([CH:28]([CH3:30])[CH3:29])[C:25]([OH:27])=[O:26])(=[O:22])=[O:21])[CH2:16][CH2:15]3)=[N:12][CH:13]=2)=[CH:4]C=1.C([C@@H]1COC(=O)[N:39]1C(=O)[C@H](CS(N1CCN(C2N=CC(C3C=NC=CC=3)=CN=2)CC1)(=O)=O)C(C)C)C1C=CC=CC=1. No catalyst specified. The product is [CH3:30][CH:28]([CH3:29])[C@@H:24]([CH2:23][S:20]([N:17]1[CH2:18][CH2:19][N:14]([C:11]2[N:12]=[CH:13][C:8]([C:5]3[CH:4]=[N:39][CH:2]=[CH:7][CH:6]=3)=[CH:9][N:10]=2)[CH2:15][CH2:16]1)(=[O:22])=[O:21])[C:25]([OH:27])=[O:26]. The yield is 0.610. (2) The reactants are C[O:2][C:3](=O)[C:4]1[CH:9]=[CH:8][C:7]([O:10][CH2:11][CH2:12][C:13]2[N:14]=[C:15]([C:19]3[CH:24]=[CH:23][CH:22]=[CH:21][CH:20]=3)[O:16][C:17]=2[CH3:18])=[N:6][CH:5]=1.[H-].[Al+3].[Li+].[H-].[H-].[H-]. The catalyst is CCOCC. The product is [CH3:18][C:17]1[O:16][C:15]([C:19]2[CH:24]=[CH:23][CH:22]=[CH:21][CH:20]=2)=[N:14][C:13]=1[CH2:12][CH2:11][O:10][C:7]1[N:6]=[CH:5][C:4]([CH2:3][OH:2])=[CH:9][CH:8]=1. The yield is 0.620. (3) The reactants are [CH:1]1([N:6]2[C:10]3[N:11]=[C:12]([NH:15][C:16]4[CH:24]=[CH:23][C:19]([C:20]([OH:22])=O)=[CH:18][N:17]=4)[N:13]=[CH:14][C:9]=3[CH:8]=[C:7]2[C:25](=[O:29])[N:26]([CH3:28])[CH3:27])[CH2:5][CH2:4][CH2:3][CH2:2]1.[Li+].[Cl-].[CH3:32][C:33]12[CH:41]([OH:42])[C:37]([CH3:43])([CH2:38][NH:39][CH2:40]1)[CH2:36][N:35]([CH3:44])[CH2:34]2. No catalyst specified. The product is [CH:1]1([N:6]2[C:10]3[N:11]=[C:12]([NH:15][C:16]4[CH:24]=[CH:23][C:19]([C:20]([N:39]5[CH2:40][C:33]6([CH3:32])[CH:41]([OH:42])[C:37]([CH3:43])([CH2:36][N:35]([CH3:44])[CH2:34]6)[CH2:38]5)=[O:22])=[CH:18][N:17]=4)[N:13]=[CH:14][C:9]=3[CH:8]=[C:7]2[C:25]([N:26]([CH3:28])[CH3:27])=[O:29])[CH2:5][CH2:4][CH2:3][CH2:2]1. The yield is 0.680.